Dataset: Forward reaction prediction with 1.9M reactions from USPTO patents (1976-2016). Task: Predict the product of the given reaction. (1) Given the reactants [C:1]([O:5][C:6]([N:8]1[C@H:17]([C:18](O)=[O:19])[CH2:16][C:15]2[C:10](=[CH:11][C:12]([N+:21]([O-:23])=[O:22])=[CH:13][CH:14]=2)[CH2:9]1)=[O:7])([CH3:4])([CH3:3])[CH3:2].C1C=CC2N(O)N=NC=2C=1.[CH:34]1([O:39][C:40](=[O:47])[C@H:41]([CH2:43][CH:44]([CH3:46])[CH3:45])[NH2:42])[CH2:38][CH2:37][CH2:36][CH2:35]1.C(N(CC)CC)C.CCN=C=NCCCN(C)C.Cl, predict the reaction product. The product is: [C:1]([O:5][C:6]([N:8]1[C@H:17]([C:18](=[O:19])[NH:42][C@H:41]([C:40]([O:39][CH:34]2[CH2:35][CH2:36][CH2:37][CH2:38]2)=[O:47])[CH2:43][CH:44]([CH3:46])[CH3:45])[CH2:16][C:15]2[C:10](=[CH:11][C:12]([N+:21]([O-:23])=[O:22])=[CH:13][CH:14]=2)[CH2:9]1)=[O:7])([CH3:2])([CH3:3])[CH3:4]. (2) Given the reactants [NH2:1][C:2]1[N:3]=[C:4]([C:21]2[CH:26]=[CH:25][C:24]([Cl:27])=[CH:23][C:22]=2[Cl:28])[C:5]2[CH:10]=[C:9]([CH:11]([OH:20])[CH2:12][CH2:13][CH:14]3[O:19][CH2:18][CH:17]=[CH:16][O:15]3)[S:8][C:6]=2[N:7]=1, predict the reaction product. The product is: [NH2:1][C:2]1[N:3]=[C:4]([C:21]2[CH:26]=[CH:25][C:24]([Cl:27])=[CH:23][C:22]=2[Cl:28])[C:5]2[CH:10]=[C:9]([C:11](=[O:20])[CH2:12][CH2:13][CH:14]3[O:19][CH2:18][CH:17]=[CH:16][O:15]3)[S:8][C:6]=2[N:7]=1. (3) The product is: [IH:28].[NH2:1][CH2:4][CH2:5][NH:6][C:7]1[C:8]([C:12]2[N:16]([C:17]3[CH:22]=[CH:21][CH:20]=[C:19]([C:23]([F:25])([F:24])[F:26])[CH:18]=3)[C:15](=[O:27])[O:14][N:13]=2)=[N:9][O:10][N:11]=1. Given the reactants [N:1]([CH2:4][CH2:5][NH:6][C:7]1[C:8]([C:12]2[N:16]([C:17]3[CH:22]=[CH:21][CH:20]=[C:19]([C:23]([F:26])([F:25])[F:24])[CH:18]=3)[C:15](=[O:27])[O:14][N:13]=2)=[N:9][O:10][N:11]=1)=[N+]=[N-].[I-:28].[Na+].Cl[Si](C)(C)C.S([O-])([O-])(=O)=S.[Na+].[Na+], predict the reaction product.